This data is from Catalyst prediction with 721,799 reactions and 888 catalyst types from USPTO. The task is: Predict which catalyst facilitates the given reaction. (1) The catalyst class is: 65. Product: [CH3:1][S:2]([C:5]1[CH:10]=[C:9]([N+:16]([O-:18])=[O:17])[CH:8]=[CH:7][C:6]=1[O:11][C:12]([F:13])([F:14])[F:15])(=[O:4])=[O:3]. Reactant: [CH3:1][S:2]([C:5]1[CH:10]=[CH:9][CH:8]=[CH:7][C:6]=1[O:11][C:12]([F:15])([F:14])[F:13])(=[O:4])=[O:3].[N+:16]([O-])([OH:18])=[O:17]. (2) Reactant: C(=O)([O-])[O-:2].[K+].[K+].[C:7]([N:10]1[C:19]2[C:14](=[CH:15][C:16]([C:22]3[CH:23]=[N:24][N:25]([CH:27]4[CH2:29][CH2:28]4)[CH:26]=3)=[C:17]([C:20]#[N:21])[CH:18]=2)[N:13]([C:30]([O:32][CH:33]([CH3:35])[CH3:34])=[O:31])[CH2:12][C@@H:11]1[CH3:36])(=[O:9])[CH3:8].OO. Product: [C:7]([N:10]1[C:19]2[C:14](=[CH:15][C:16]([C:22]3[CH:23]=[N:24][N:25]([CH:27]4[CH2:28][CH2:29]4)[CH:26]=3)=[C:17]([C:20](=[O:2])[NH2:21])[CH:18]=2)[N:13]([C:30]([O:32][CH:33]([CH3:35])[CH3:34])=[O:31])[CH2:12][C@@H:11]1[CH3:36])(=[O:9])[CH3:8]. The catalyst class is: 16. (3) The catalyst class is: 8. Reactant: Cl[Sn]Cl.O.[Cl:5][C:6]1[C:11]([N+:12]([O-])=O)=[CH:10][CH:9]=[C:8]([Cl:15])[C:7]=1[CH3:16]. Product: [Cl:5][C:6]1[C:11]([NH2:12])=[CH:10][CH:9]=[C:8]([Cl:15])[C:7]=1[CH3:16]. (4) Reactant: [H-].[Na+].[Cl:3][C:4]1[CH:5]=[C:6]2[C:11](=[CH:12][CH:13]=1)[C:10](=[O:14])[N:9]([C:15]1[CH:16]=[N:17][CH:18]=[C:19]([OH:21])[CH:20]=1)[CH2:8][CH2:7]2.[C:22]([O:26][C:27](=[O:30])[CH2:28]Br)([CH3:25])([CH3:24])[CH3:23]. Product: [C:22]([O:26][C:27](=[O:30])[CH2:28][O:21][C:19]1[CH:18]=[N:17][CH:16]=[C:15]([N:9]2[CH2:8][CH2:7][C:6]3[C:11](=[CH:12][CH:13]=[C:4]([Cl:3])[CH:5]=3)[C:10]2=[O:14])[CH:20]=1)([CH3:25])([CH3:24])[CH3:23]. The catalyst class is: 3.